Regression. Given a peptide amino acid sequence and an MHC pseudo amino acid sequence, predict their binding affinity value. This is MHC class I binding data. From a dataset of Peptide-MHC class I binding affinity with 185,985 pairs from IEDB/IMGT. (1) The peptide sequence is AANSPWAPV. The MHC is H-2-Kb with pseudo-sequence H-2-Kb. The binding affinity (normalized) is 0.393. (2) The peptide sequence is EIPQFMIGL. The MHC is HLA-B35:01 with pseudo-sequence HLA-B35:01. The binding affinity (normalized) is 0.0847. (3) The peptide sequence is KLVMAFIAF. The MHC is HLA-B15:01 with pseudo-sequence HLA-B15:01. The binding affinity (normalized) is 0.970. (4) The peptide sequence is RMYSPTSI. The MHC is HLA-B40:02 with pseudo-sequence HLA-B40:02. The binding affinity (normalized) is 0.0322. (5) The peptide sequence is SYGCPTNPF. The MHC is HLA-B27:05 with pseudo-sequence HLA-B27:05. The binding affinity (normalized) is 0.213. (6) The peptide sequence is ERAKIRGSL. The MHC is HLA-A31:01 with pseudo-sequence HLA-A31:01. The binding affinity (normalized) is 0.00263. (7) The peptide sequence is RTTSAVGDV. The MHC is HLA-A02:02 with pseudo-sequence HLA-A02:02. The binding affinity (normalized) is 0. (8) The peptide sequence is SMYPSYIEF. The MHC is HLA-B15:03 with pseudo-sequence HLA-B15:03. The binding affinity (normalized) is 1.00.